This data is from Full USPTO retrosynthesis dataset with 1.9M reactions from patents (1976-2016). The task is: Predict the reactants needed to synthesize the given product. (1) Given the product [C:1]([C:5]1[CH:10]=[CH:9][C:8]([S:11]([N:14]2[C:20]3[CH:21]=[C:22]([C:25]4[O:29][C:28](=[O:30])[N:27]([CH3:39])[N:26]=4)[CH:23]=[CH:24][C:19]=3[NH:18][C:17]3[N:31]=[C:32]([C:35]([F:37])([F:36])[F:38])[CH:33]=[CH:34][C:16]=3[CH2:15]2)(=[O:12])=[O:13])=[CH:7][CH:6]=1)([CH3:4])([CH3:2])[CH3:3], predict the reactants needed to synthesize it. The reactants are: [C:1]([C:5]1[CH:10]=[CH:9][C:8]([S:11]([N:14]2[C:20]3[CH:21]=[C:22]([C:25]4[O:29][C:28](=[O:30])[NH:27][N:26]=4)[CH:23]=[CH:24][C:19]=3[NH:18][C:17]3[N:31]=[C:32]([C:35]([F:38])([F:37])[F:36])[CH:33]=[CH:34][C:16]=3[CH2:15]2)(=[O:13])=[O:12])=[CH:7][CH:6]=1)([CH3:4])([CH3:3])[CH3:2].[C:39](=O)([O-])[O-].[Cs+].[Cs+].IC. (2) Given the product [F:30][C:2]1([F:1])[CH2:7][CH2:6][N:5]([C:8]([C:10]2[N:11]([C:36]3[CH:37]=[CH:38][C:33]([C:31]#[N:32])=[CH:34][CH:35]=3)[C:12]3[C:17]([CH:18]=2)=[CH:16][C:15]([C:19]([N:21]2[CH2:22][CH2:23][N:24]([CH:27]([CH3:28])[CH3:29])[CH2:25][CH2:26]2)=[O:20])=[CH:14][CH:13]=3)=[O:9])[CH2:4][CH2:3]1, predict the reactants needed to synthesize it. The reactants are: [F:1][C:2]1([F:30])[CH2:7][CH2:6][N:5]([C:8]([C:10]2[NH:11][C:12]3[C:17]([CH:18]=2)=[CH:16][C:15]([C:19]([N:21]2[CH2:26][CH2:25][N:24]([CH:27]([CH3:29])[CH3:28])[CH2:23][CH2:22]2)=[O:20])=[CH:14][CH:13]=3)=[O:9])[CH2:4][CH2:3]1.[C:31]([C:33]1[CH:38]=[CH:37][C:36](B(O)O)=[CH:35][CH:34]=1)#[N:32].N1C=CC=CC=1. (3) Given the product [OH:4][CH2:5][C:6]([N:8]1[CH2:17][CH2:16][C:15]2[C:10](=[CH:11][CH:12]=[C:13]([C:32]3[CH:33]=[CH:34][C:29]([CH2:28][CH2:27][OH:26])=[CH:30][CH:31]=3)[CH:14]=2)[CH2:9]1)=[O:7], predict the reactants needed to synthesize it. The reactants are: C([O:4][CH2:5][C:6]([N:8]1[CH2:17][CH2:16][C:15]2[C:10](=[CH:11][CH:12]=[C:13](Br)[CH:14]=2)[CH2:9]1)=[O:7])(=O)C.[Si]([O:26][CH2:27][CH2:28][C:29]1[CH:34]=[CH:33][C:32](B(O)O)=[CH:31][CH:30]=1)(C(C)(C)C)(C)C.C([O-])(O)=O.[Na+].C1C=CC=CC=1.